This data is from Full USPTO retrosynthesis dataset with 1.9M reactions from patents (1976-2016). The task is: Predict the reactants needed to synthesize the given product. (1) Given the product [OH:4][CH2:3][C:2]([NH:1][C:24](=[O:25])[C:20]([CH3:21])([CH3:22])[CH3:23])([CH2:7][OH:8])[CH2:5][OH:6], predict the reactants needed to synthesize it. The reactants are: [NH2:1][C:2]([CH2:7][OH:8])([CH2:5][OH:6])[CH2:3][OH:4].C(OC(O[C:20]([CH3:23])([CH3:22])[CH3:21])=O)(O[C:20]([CH3:23])([CH3:22])[CH3:21])=O.[CH3:24][OH:25]. (2) Given the product [C:33]1([C:39](=[O:41])[CH:40]=[CH:19][C:14]2[C:13]([C:11]3[N:10]=[CH:9][N:8]([C:7]([C:27]4[CH:32]=[CH:31][CH:30]=[CH:29][CH:28]=4)([C:21]4[CH:22]=[CH:23][CH:24]=[CH:25][CH:26]=4)[C:1]4[CH:6]=[CH:5][CH:4]=[CH:3][CH:2]=4)[CH:12]=3)=[CH:18][CH:17]=[CH:16][N:15]=2)[CH:38]=[CH:37][CH:36]=[CH:35][CH:34]=1, predict the reactants needed to synthesize it. The reactants are: [C:1]1([C:7]([C:27]2[CH:32]=[CH:31][CH:30]=[CH:29][CH:28]=2)([C:21]2[CH:26]=[CH:25][CH:24]=[CH:23][CH:22]=2)[N:8]2[CH:12]=[C:11]([C:13]3[C:14]([CH:19]=O)=[N:15][CH:16]=[CH:17][CH:18]=3)[N:10]=[CH:9]2)[CH:6]=[CH:5][CH:4]=[CH:3][CH:2]=1.[C:33]1([C:39](=[O:41])[CH3:40])[CH:38]=[CH:37][CH:36]=[CH:35][CH:34]=1.C(O[Na])(C)(C)C. (3) Given the product [ClH:4].[Cl:29][C:26]1[CH:27]=[CH:28][C:23]([C@H:21]2[C@H:12]([OH:13])[C@@H:11]([OH:10])[C@H:18]([OH:17])[CH:14]([O:15][CH3:16])[O:22]2)=[CH:24][C:25]=1[CH2:30][C:31]1[CH:32]=[CH:33][C:34]([O:37][CH2:38][CH3:39])=[CH:35][CH:36]=1, predict the reactants needed to synthesize it. The reactants are: C([Cl:4])(C)=O.C([Si](C)(C)[O:10][C@H:11]1[C@H:18]2[C@H:14]([O:15][C:16](C)(C)[O:17]2)[O:13][C@H:12]1[C@H:21]([C:23]1[CH:28]=[CH:27][C:26]([Cl:29])=[C:25]([CH2:30][C:31]2[CH:36]=[CH:35][C:34]([O:37][CH2:38][CH3:39])=[CH:33][CH:32]=2)[CH:24]=1)[OH:22])(C)(C)C. (4) The reactants are: [Cl:1][C:2]1[CH:9]=[C:8]([Cl:10])[CH:7]=[C:6]([O:11][CH3:12])[C:3]=1[CH:4]=O.CC([O-])=O.[Na+].Cl.[NH2:19][OH:20]. Given the product [Cl:1][C:2]1[CH:9]=[C:8]([Cl:10])[CH:7]=[C:6]([O:11][CH3:12])[C:3]=1[CH:4]=[N:19][OH:20], predict the reactants needed to synthesize it. (5) Given the product [NH:34]1[C:35]2[C:30](=[CH:29][CH:28]=[CH:27][N:26]=2)[CH2:31][CH2:32][CH2:33]1.[Cl:21][C:18]1[CH:19]=[CH:20][C:15]([S:12]([NH:11][C:4]2[C:5]([C:8]([N:44]3[C:45]4[C:40](=[CH:39][CH:38]=[CH:37][N:36]=4)[CH2:41][CH2:42][CH2:43]3)=[O:9])=[N:6][CH:7]=[C:2]([Cl:1])[CH:3]=2)(=[O:13])=[O:14])=[CH:16][C:17]=1[C:22]([F:25])([F:23])[F:24], predict the reactants needed to synthesize it. The reactants are: [Cl:1][C:2]1[CH:3]=[C:4]([NH:11][S:12]([C:15]2[CH:20]=[CH:19][C:18]([Cl:21])=[C:17]([C:22]([F:25])([F:24])[F:23])[CH:16]=2)(=[O:14])=[O:13])[C:5]([C:8](O)=[O:9])=[N:6][CH:7]=1.[NH:26]1[C:35]2[C:30](=[CH:31][CH:32]=[CH:33][N:34]=2)[CH2:29][CH2:28][CH2:27]1.[N:36]1[C:45]2[C:40](=[CH:41][CH:42]=[CH:43][N:44]=2)[CH:39]=[CH:38][CH:37]=1.F[P-](F)(F)(F)(F)F.N1(O[P+](N(C)C)(N(C)C)N(C)C)C2C=CC=CC=2N=N1.CCN(C(C)C)C(C)C. (6) Given the product [CH3:1][C:2]1([CH3:20])[O:7][C:6]2[CH:8]=[CH:9][CH:10]=[C:11]([CH2:12][CH2:13][OH:14])[C:5]=2[CH2:4][O:3]1, predict the reactants needed to synthesize it. The reactants are: [CH3:1][C:2]1([CH3:20])[O:7][C:6]2[CH:8]=[CH:9][CH:10]=[C:11]([CH2:12][C:13](OC(C)(C)C)=[O:14])[C:5]=2[CH2:4][O:3]1.[Li+].[BH4-].CO.